Dataset: Reaction yield outcomes from USPTO patents with 853,638 reactions. Task: Predict the reaction yield, written as a fraction of the theoretical maximum amount of product (1.0 means a 100% yield; for example, 0.34 means a 34% yield). (1) The reactants are [Cl:1][C:2]1[CH:3]=[C:4]([C@@H:12]([CH2:16][CH:17]2[CH2:21][CH2:20][CH2:19][CH2:18]2)[C:13]([OH:15])=O)[CH:5]=[CH:6][C:7]=1[S:8]([CH3:11])(=[O:10])=[O:9].C(Cl)(=O)C(Cl)=O.[NH2:28][C:29]1[CH:34]=[N:33][CH:32]=[CH:31][N:30]=1.N1C=CC=CC=1. The catalyst is C(Cl)Cl.CN(C)C=O.O1CCCC1.O. The product is [Cl:1][C:2]1[CH:3]=[C:4]([C@@H:12]([CH2:16][CH:17]2[CH2:21][CH2:20][CH2:19][CH2:18]2)[C:13]([NH:28][C:29]2[CH:34]=[N:33][CH:32]=[CH:31][N:30]=2)=[O:15])[CH:5]=[CH:6][C:7]=1[S:8]([CH3:11])(=[O:9])=[O:10]. The yield is 0.700. (2) The reactants are [O:1]([C:8]1[CH:9]=[C:10]([N:14]([CH2:22][C:23]2[CH:24]=[C:25]([CH:30]=[CH:31][CH:32]=2)[C:26](OC)=[O:27])[CH2:15][CH:16]([OH:21])[C:17]([F:20])([F:19])[F:18])[CH:11]=[CH:12][CH:13]=1)[C:2]1[CH:7]=[CH:6][CH:5]=[CH:4][CH:3]=1.Cl.[CH3:34][NH:35][O:36][CH3:37].C([Mg]Cl)(C)C. The catalyst is O1CCCC1. The product is [CH3:37][O:36][N:35]([CH3:34])[C:26](=[O:27])[C:25]1[CH:30]=[CH:31][CH:32]=[C:23]([CH2:22][N:14]([C:10]2[CH:11]=[CH:12][CH:13]=[C:8]([O:1][C:2]3[CH:3]=[CH:4][CH:5]=[CH:6][CH:7]=3)[CH:9]=2)[CH2:15][CH:16]([OH:21])[C:17]([F:20])([F:18])[F:19])[CH:24]=1. The yield is 0.660. (3) The reactants are [O:1]=[C:2]1[C:10]2([C:14]3=[CH:15][C:16]4[O:20][CH2:19][O:18][C:17]=4[CH:21]=[C:13]3[O:12][CH2:11]2)[C:9]2[C:4](=[CH:5][CH:6]=[CH:7][CH:8]=2)[N:3]1[CH2:22][CH2:23][C:24]#[N:25].[NH2:26][OH:27]. The catalyst is CS(C)=O. The product is [OH:27][NH:26][C:24](=[NH:25])[CH2:23][CH2:22][N:3]1[C:4]2[C:9](=[CH:8][CH:7]=[CH:6][CH:5]=2)[C:10]2([C:14]3=[CH:15][C:16]4[O:20][CH2:19][O:18][C:17]=4[CH:21]=[C:13]3[O:12][CH2:11]2)[C:2]1=[O:1]. The yield is 0.910. (4) The reactants are N1CCCCC1.[F:7][C:8]1[CH:15]=[CH:14][C:13]([F:16])=[CH:12][C:9]=1[CH:10]=O.C(O)(=O)[CH2:18][C:19]([OH:21])=[O:20].Cl. The catalyst is N1C=CC=CC=1. The product is [F:7][C:8]1[CH:15]=[CH:14][C:13]([F:16])=[CH:12][C:9]=1[CH:10]=[CH:18][C:19]([OH:21])=[O:20]. The yield is 0.857. (5) The reactants are S(Cl)(Cl)=O.[CH2:5]([C:12]1[N:13]([CH2:29][C:30]2[CH:35]=[CH:34][C:33]([C:36]3[CH:41]=[CH:40][CH:39]=[CH:38][CH:37]=3)=[CH:32][CH:31]=2)[N:14]=[C:15]2[C:20]=1[C:19](=[O:21])[N:18]([CH3:22])[C:17](=[N:23][C:24]([CH3:28])([CH3:27])[CH2:25]O)[NH:16]2)[C:6]1[CH:11]=[CH:10][CH:9]=[CH:8][CH:7]=1. The catalyst is C(Cl)Cl. The product is [CH2:5]([C:12]1[N:13]([CH2:29][C:30]2[CH:35]=[CH:34][C:33]([C:36]3[CH:37]=[CH:38][CH:39]=[CH:40][CH:41]=3)=[CH:32][CH:31]=2)[N:14]=[C:15]2[N:16]3[CH2:25][C:24]([CH3:28])([CH3:27])[N:23]=[C:17]3[N:18]([CH3:22])[C:19](=[O:21])[C:20]=12)[C:6]1[CH:11]=[CH:10][CH:9]=[CH:8][CH:7]=1. The yield is 0.670. (6) The reactants are [O:1]=[C:2]1[CH:7]=[CH:6][N:5]([C:8]2[CH:13]=[CH:12][CH:11]=[C:10]([C:14]([F:17])([F:16])[F:15])[CH:9]=2)[N:4]=[C:3]1[CH:18]=O.N.[CH2:21]=[N:22][CH:23](S(C1C=CC(C)=CC=1)(=O)=O)[C:24]1[CH:29]=[CH:28][CH:27]=[CH:26][CH:25]=1.[NH:40]1CCNCC1. The catalyst is C1COCC1.O.C([O-])(O)=O.[Na+]. The product is [C:24]1([C:23]2[N:22]=[CH:21][NH:40][C:18]=2[C:3]2[C:2](=[O:1])[CH:7]=[CH:6][N:5]([C:8]3[CH:13]=[CH:12][CH:11]=[C:10]([C:14]([F:17])([F:16])[F:15])[CH:9]=3)[N:4]=2)[CH:29]=[CH:28][CH:27]=[CH:26][CH:25]=1. The yield is 0.470.